This data is from Reaction yield outcomes from USPTO patents with 853,638 reactions. The task is: Predict the reaction yield, written as a fraction of the theoretical maximum amount of product (1.0 means a 100% yield; for example, 0.34 means a 34% yield). (1) The reactants are [CH3:1][C:2]1[O:6][C:5]([C:7]2[CH:12]=[CH:11][CH:10]=[C:9]([C:13]3[CH:17]=[CH:16][S:15][CH:14]=3)[CH:8]=2)=[N:4][C:3]=1[CH2:18][CH2:19][O:20]S(C1C=CC(C)=CC=1)(=O)=O.C([O:33][C:34](=[O:56])[C:35]([CH3:55])([O:44][C:45]1[CH:50]=[CH:49][C:48]([C:51]([CH3:54])([CH3:53])[CH3:52])=[CH:47][CH:46]=1)[CH2:36][C:37]1[CH:42]=[CH:41][C:40](O)=[CH:39][CH:38]=1)C. The catalyst is C(O)C. The product is [CH3:55][C:35]([O:44][C:45]1[CH:46]=[CH:47][C:48]([C:51]([CH3:54])([CH3:53])[CH3:52])=[CH:49][CH:50]=1)([CH2:36][C:37]1[CH:42]=[CH:41][C:40]([O:20][CH2:19][CH2:18][C:3]2[N:4]=[C:5]([C:7]3[CH:12]=[CH:11][CH:10]=[C:9]([C:13]4[CH:17]=[CH:16][S:15][CH:14]=4)[CH:8]=3)[O:6][C:2]=2[CH3:1])=[CH:39][CH:38]=1)[C:34]([OH:56])=[O:33]. The yield is 0.0800. (2) The reactants are [CH:1]1[C:10]2[C:5](=[CH:6][CH:7]=[CH:8][CH:9]=2)[CH:4]=[CH:3][C:2]=1[O:11][CH2:12][CH2:13][O:14][C:15]1[CH:22]=[CH:21][C:18]([CH:19]=O)=[CH:17][CH:16]=1.[C:23]([O:30][CH3:31])(=[O:29])[CH2:24][C:25]([O:27][CH3:28])=[O:26].C([O-])(=O)C.[NH2+]1CCCCC1. The catalyst is C1(C)C=CC=CC=1. The product is [CH:1]1[C:10]2[C:5](=[CH:6][CH:7]=[CH:8][CH:9]=2)[CH:4]=[CH:3][C:2]=1[O:11][CH2:12][CH2:13][O:14][C:15]1[CH:16]=[CH:17][C:18]([CH:19]=[C:24]([C:23]([O:30][CH3:31])=[O:29])[C:25]([O:27][CH3:28])=[O:26])=[CH:21][CH:22]=1. The yield is 0.840.